From a dataset of Forward reaction prediction with 1.9M reactions from USPTO patents (1976-2016). Predict the product of the given reaction. (1) The product is: [Br:20][C:21]1[S:22][C:23]([C:27]([NH:10][CH2:9][C:4]2[CH:5]=[CH:6][C:7]([F:8])=[C:2]([F:1])[CH:3]=2)=[O:28])=[C:24]([CH3:26])[N:25]=1. Given the reactants [F:1][C:2]1[CH:3]=[C:4]([CH2:9][NH2:10])[CH:5]=[CH:6][C:7]=1[F:8].FC1C=CC(CN)=CC=1.[Br:20][C:21]1[S:22][C:23]([C:27](O)=[O:28])=[C:24]([CH3:26])[N:25]=1, predict the reaction product. (2) Given the reactants [C:1]([O:5][C:6]([N:8]1[CH2:13][CH2:12][N:11]([CH2:14][C:15]2[CH:20]=[CH:19][CH:18]=[CH:17][CH:16]=2)[CH:10]([CH2:21]OS(C)(=O)=O)[CH2:9]1)=[O:7])([CH3:4])([CH3:3])[CH3:2].[N:27]1([Na])[CH:31]=[CH:30][N:29]=[CH:28]1.O, predict the reaction product. The product is: [C:1]([O:5][C:6]([N:8]1[CH2:13][CH2:12][N:11]([CH2:14][C:15]2[CH:20]=[CH:19][CH:18]=[CH:17][CH:16]=2)[CH:10]([CH2:21][N:27]2[CH:31]=[CH:30][N:29]=[CH:28]2)[CH2:9]1)=[O:7])([CH3:4])([CH3:3])[CH3:2].